This data is from Forward reaction prediction with 1.9M reactions from USPTO patents (1976-2016). The task is: Predict the product of the given reaction. (1) Given the reactants C([Li])CCC.CN(C)CCN(C)C.[F:14][C:15]([F:30])([F:29])[C:16]1[CH:28]=[CH:27][C:19]([O:20]C2CCCCO2)=[CH:18][CH:17]=1.CN(C)[CH:33]=[O:34].Cl, predict the reaction product. The product is: [OH:20][C:19]1[CH:18]=[CH:17][C:16]([C:15]([F:14])([F:29])[F:30])=[CH:28][C:27]=1[CH:33]=[O:34]. (2) The product is: [CH:24]1([CH2:23][O:1][C:2]2[CH:7]=[CH:6][C:5]([CH2:8][C:9]([O:11][CH3:12])=[O:10])=[CH:4][C:3]=2[N+:13]([O-:15])=[O:14])[CH2:26][CH2:25]1. Given the reactants [OH:1][C:2]1[CH:7]=[CH:6][C:5]([CH2:8][C:9]([O:11][CH3:12])=[O:10])=[CH:4][C:3]=1[N+:13]([O-:15])=[O:14].C([O-])([O-])=O.[K+].[K+].Br[CH2:23][CH:24]1[CH2:26][CH2:25]1, predict the reaction product. (3) The product is: [F:1][C:2]1[CH:7]=[CH:6][C:5]([CH2:8][C:10]2[CH:11]=[CH:12][C:13]3[N:14]([C:16]([CH:19]([CH3:20])[CH3:21])=[N:17][N:18]=3)[CH:15]=2)=[CH:4][CH:3]=1. Given the reactants [F:1][C:2]1[CH:7]=[CH:6][C:5]([CH:8]([C:10]2[CH:11]=[CH:12][C:13]3[N:14]([C:16]([CH:19]([CH3:21])[CH3:20])=[N:17][N:18]=3)[CH:15]=2)O)=[CH:4][CH:3]=1, predict the reaction product.